From a dataset of Forward reaction prediction with 1.9M reactions from USPTO patents (1976-2016). Predict the product of the given reaction. Given the reactants [F:1][C:2]1[CH:3]=[C:4]([NH:26][CH:27]2[CH2:30][CH:29]([C:31]([OH:33])=[O:32])[CH2:28]2)[CH:5]=[CH:6][C:7]=1[C:8]1[S:9][C:10]2[C:15]([N:16]=1)=[CH:14][CH:13]=[C:12]([C:17]1([C:20]3[CH:25]=[CH:24][CH:23]=[CH:22][CH:21]=3)[CH2:19][CH2:18]1)[N:11]=2.S(Cl)(Cl)=O.[CH3:38]O, predict the reaction product. The product is: [C:31](=[O:33])=[O:32].[F:1][C:2]1[CH:3]=[C:4]([NH:26][C@@H:27]2[CH2:30][C@H:29]([C:31]([O:33][CH3:38])=[O:32])[CH2:28]2)[CH:5]=[CH:6][C:7]=1[C:8]1[S:9][C:10]2[C:15]([N:16]=1)=[CH:14][CH:13]=[C:12]([C:17]1([C:20]3[CH:25]=[CH:24][CH:23]=[CH:22][CH:21]=3)[CH2:18][CH2:19]1)[N:11]=2.